From a dataset of Full USPTO retrosynthesis dataset with 1.9M reactions from patents (1976-2016). Predict the reactants needed to synthesize the given product. (1) Given the product [C:1]([O:5][C@@H:6]([C:12]1[C:13]([CH3:56])=[N:14][C:15]2[N:16]([N:50]=[C:51]([CH2:53][OH:54])[CH:52]=2)[C:17]=1[N:18]1[CH2:23][CH2:22][C:21]([O:25][CH2:26][CH2:27][CH2:28][CH2:29][C@H:30]([O:32][Si:33]([C:46]([CH3:49])([CH3:48])[CH3:47])([C:40]2[CH:41]=[CH:42][CH:43]=[CH:44][CH:45]=2)[C:34]2[CH:35]=[CH:36][CH:37]=[CH:38][CH:39]=2)[CH3:31])([CH3:24])[CH2:20][CH2:19]1)[C:7]([O:9][CH2:10][CH3:11])=[O:8])([CH3:2])([CH3:3])[CH3:4], predict the reactants needed to synthesize it. The reactants are: [C:1]([O:5][C@@H:6]([C:12]1[C:13]([CH3:56])=[N:14][C:15]2[N:16]([N:50]=[C:51]([C:53](O)=[O:54])[CH:52]=2)[C:17]=1[N:18]1[CH2:23][CH2:22][C:21]([O:25][CH2:26][CH2:27][CH2:28][CH2:29][C@H:30]([O:32][Si:33]([C:46]([CH3:49])([CH3:48])[CH3:47])([C:40]2[CH:45]=[CH:44][CH:43]=[CH:42][CH:41]=2)[C:34]2[CH:39]=[CH:38][CH:37]=[CH:36][CH:35]=2)[CH3:31])([CH3:24])[CH2:20][CH2:19]1)[C:7]([O:9][CH2:10][CH3:11])=[O:8])([CH3:4])([CH3:3])[CH3:2].CCN(CC)CC.ClC(OC(C)C)=O.C1(C)C=CC=CC=1.[BH4-].[Na+]. (2) The reactants are: [NH2:1][C:2]1[N:34]=[C:5]2[C:6]([C:24]3[CH:29]=[CH:28][CH:27]=[C:26]([C:30]([F:33])([F:32])[F:31])[CH:25]=3)=[C:7]([CH3:23])[C:8]([C:10]3[N:14]([C:15]4[CH:22]=[CH:21][C:18]([C:19]#[N:20])=[CH:17][CH:16]=4)[N:13]=[CH:12][CH:11]=3)=[CH:9][N:4]2[N:3]=1.[CH3:35][S:36]([C:39]1[CH:47]=[CH:46][C:42]([C:43](O)=[O:44])=[CH:41][CH:40]=1)(=[O:38])=[O:37]. Given the product [C:19]([C:18]1[CH:17]=[CH:16][C:15]([N:14]2[C:10]([C:8]3[C:7]([CH3:23])=[C:6]([C:24]4[CH:29]=[CH:28][CH:27]=[C:26]([C:30]([F:32])([F:33])[F:31])[CH:25]=4)[C:5]4[N:4]([N:3]=[C:2]([NH:1][C:43](=[O:44])[C:42]5[CH:41]=[CH:40][C:39]([S:36]([CH3:35])(=[O:38])=[O:37])=[CH:47][CH:46]=5)[N:34]=4)[CH:9]=3)=[CH:11][CH:12]=[N:13]2)=[CH:22][CH:21]=1)#[N:20], predict the reactants needed to synthesize it. (3) Given the product [NH:1]1[C:9]2[C:4](=[CH:5][CH:6]=[CH:7][CH:8]=2)[C:3](/[CH:10]=[CH:11]/[C:12]([NH:14][C:15]2[CH:16]=[CH:17][C:18]([C:19]([N:25]([CH3:24])[CH:26]3[CH2:30][CH2:29][N:28]([CH3:31])[CH2:27]3)=[O:21])=[CH:22][CH:23]=2)=[O:13])=[N:2]1, predict the reactants needed to synthesize it. The reactants are: [NH:1]1[C:9]2[C:4](=[CH:5][CH:6]=[CH:7][CH:8]=2)[C:3](/[CH:10]=[CH:11]/[C:12]([NH:14][C:15]2[CH:23]=[CH:22][C:18]([C:19]([OH:21])=O)=[CH:17][CH:16]=2)=[O:13])=[N:2]1.[CH3:24][NH:25][CH:26]1[CH2:30][CH2:29][N:28]([CH3:31])[CH2:27]1. (4) The reactants are: CC#N.OOS([O-])=O.[K+].[C:10]([O-:13])(O)=[O:11].[Na+].[C:15]1(C=C[C:23]([C:25]2[CH:30]=[CH:29][CH:28]=[CH:27][CH:26]=2)=[O:24])[CH:20]=[CH:19][CH:18]=[CH:17][CH:16]=1. Given the product [CH:23](=[O:24])[C:25]1[CH:30]=[CH:29][CH:28]=[CH:27][CH:26]=1.[C:10]([OH:13])(=[O:11])[C:15]1[CH:20]=[CH:19][CH:18]=[CH:17][CH:16]=1, predict the reactants needed to synthesize it. (5) Given the product [F:33][CH2:32][CH2:31][CH2:30][O:29][C:18]1[C:19]([CH:26]([CH3:28])[CH3:27])=[CH:20][C:21]([CH:23]([CH3:25])[CH3:24])=[CH:22][C:17]=1[C:13]1[C:11]2[O:12][C:8]([C:6]([CH3:7])=[CH:5][C:4]([OH:34])=[O:3])=[CH:9][C:10]=2[CH:16]=[CH:15][CH:14]=1, predict the reactants needed to synthesize it. The reactants are: C([O:3][C:4](=[O:34])[CH:5]=[C:6]([C:8]1[O:12][C:11]2[C:13]([C:17]3[CH:22]=[C:21]([CH:23]([CH3:25])[CH3:24])[CH:20]=[C:19]([CH:26]([CH3:28])[CH3:27])[C:18]=3[O:29][CH2:30][CH2:31][CH2:32][F:33])=[CH:14][CH:15]=[CH:16][C:10]=2[CH:9]=1)[CH3:7])C.C1COCC1.[Li+].[OH-].